This data is from Forward reaction prediction with 1.9M reactions from USPTO patents (1976-2016). The task is: Predict the product of the given reaction. (1) Given the reactants [Cl:1][C:2]1[N:7]=[C:6](Cl)[CH:5]=[C:4]([C:9]2[CH:14]=[CH:13][C:12]([F:15])=[CH:11][CH:10]=2)[N:3]=1.N1[CH2:21][CH2:20][CH:19]([C:22]#[N:23])[CH2:18][CH2:17]1.[C:24]([O-])([O-])=O.[K+].[K+], predict the reaction product. The product is: [Cl:1][CH:2]1[CH2:24][CH:6]([N:7]2[CH2:21][CH2:20][CH:19]([C:22]#[N:23])[CH2:18][CH2:17]2)[CH2:5][CH:4]([C:9]2[CH:14]=[CH:13][C:12]([F:15])=[CH:11][CH:10]=2)[NH:3]1. (2) Given the reactants [CH2:1]([O:3][C:4]1[CH:9]=[C:8]([CH:10]=[O:11])[CH:7]=[C:6]([CH:12]=[CH2:13])[C:5]=1[C:14]1[CH:19]=[CH:18][C:17]([F:20])=[CH:16][CH:15]=1)[CH3:2].[H][H], predict the reaction product. The product is: [CH2:1]([O:3][C:4]1[CH:9]=[C:8]([CH:10]=[O:11])[CH:7]=[C:6]([CH2:12][CH3:13])[C:5]=1[C:14]1[CH:15]=[CH:16][C:17]([F:20])=[CH:18][CH:19]=1)[CH3:2].